This data is from Catalyst prediction with 721,799 reactions and 888 catalyst types from USPTO. The task is: Predict which catalyst facilitates the given reaction. (1) Reactant: [N+:1]([C:4]1[CH:17]=[CH:16][C:7]([C:8]([NH:10][C:11]2[S:12][CH:13]=[CH:14][N:15]=2)=[O:9])=[CH:6][C:5]=1[CH3:18])([O-])=O.CCO.C(OCC)(=O)C. Product: [NH2:1][C:4]1[CH:17]=[CH:16][C:7]([C:8]([NH:10][C:11]2[S:12][CH:13]=[CH:14][N:15]=2)=[O:9])=[CH:6][C:5]=1[CH3:18]. The catalyst class is: 331. (2) Reactant: [O:1]1[C:3]2([CH2:8][CH2:7][N:6]([C:9]([O:11][C:12]([CH3:15])([CH3:14])[CH3:13])=[O:10])[CH2:5][CH2:4]2)[CH2:2]1.Cl.[NH2:17][C:18]1([C:21]#[N:22])[CH2:20][CH2:19]1.[OH-].[K+].[Al]. Product: [C:21]([C:18]1([NH:17][CH2:2][C:3]2([OH:1])[CH2:8][CH2:7][N:6]([C:9]([O:11][C:12]([CH3:15])([CH3:14])[CH3:13])=[O:10])[CH2:5][CH2:4]2)[CH2:20][CH2:19]1)#[N:22]. The catalyst class is: 8.